Predict the reactants needed to synthesize the given product. From a dataset of Full USPTO retrosynthesis dataset with 1.9M reactions from patents (1976-2016). (1) The reactants are: Br[C:2]1[CH:3]=[C:4]2[C:8](=[CH:9][CH:10]=1)[N:7]([S:11]([C:14]1[CH:19]=[CH:18][C:17]([CH3:20])=[CH:16][CH:15]=1)(=[O:13])=[O:12])[CH:6]=[CH:5]2.[CH2:21]([O:23][C:24]([C:26]1[CH:27]=[C:28](B(O)O)[CH:29]=[CH:30][CH:31]=1)=[O:25])[CH3:22]. Given the product [CH3:20][C:17]1[CH:18]=[CH:19][C:14]([S:11]([N:7]2[C:8]3[C:4](=[CH:3][C:2]([C:30]4[CH:31]=[C:26]([CH:27]=[CH:28][CH:29]=4)[C:24]([O:23][CH2:21][CH3:22])=[O:25])=[CH:10][CH:9]=3)[CH:5]=[CH:6]2)(=[O:13])=[O:12])=[CH:15][CH:16]=1, predict the reactants needed to synthesize it. (2) Given the product [C:1]([O:5][C:6]([N:8]1[CH2:13][CH2:12][N:11]([CH2:47][C:43]2[S:42][C:41]3=[N:40][C:39]([C:34]4[CH:35]=[CH:36][CH:37]=[CH:38][C:33]=4[NH2:30])=[CH:46][N:45]3[CH:44]=2)[CH2:10][CH2:9]1)=[O:7])([CH3:4])([CH3:2])[CH3:3], predict the reactants needed to synthesize it. The reactants are: [C:1]([O:5][C:6]([N:8]1[CH2:13][CH2:12][N:11](CC2N3C=C(C4C=CC=CC=4N)N=C3SC=2)[CH2:10][CH2:9]1)=[O:7])([CH3:4])([CH3:3])[CH3:2].[N+:30]([C:33]1[CH:38]=[CH:37][CH:36]=[CH:35][C:34]=1[C:39]1[N:40]=[C:41]2[N:45]([CH:46]=1)[CH:44]=[C:43]([CH2:47]O)[S:42]2)([O-])=O. (3) Given the product [Br:16][CH2:1][C:2]1[CH:15]=[CH:14][C:5]([C:6]([C:8]2[CH:13]=[CH:12][CH:11]=[CH:10][CH:9]=2)=[O:7])=[CH:4][CH:3]=1, predict the reactants needed to synthesize it. The reactants are: [CH3:1][C:2]1[CH:15]=[CH:14][C:5]([C:6]([C:8]2[CH:13]=[CH:12][CH:11]=[CH:10][CH:9]=2)=[O:7])=[CH:4][CH:3]=1.[Br:16]N1C(=O)CCC1=O.C(OOC(=O)C1C=CC=CC=1)(=O)C1C=CC=CC=1.BrCC1C=CC(C2C=CC=CC=2C(C2C=CC=CC=2)=O)=CC=1. (4) Given the product [CH:19]([C:18]1[N:23]=[CH:4][C:5]2[CH2:6][CH:7]([C:12]([O:14][CH2:15][CH3:16])=[O:13])[CH2:8][CH2:9][C:10]=2[N:22]=1)([CH3:21])[CH3:20], predict the reactants needed to synthesize it. The reactants are: CN([CH:4]=[C:5]1[C:10](=O)[CH2:9][CH2:8][CH:7]([C:12]([O:14][CH2:15][CH3:16])=[O:13])[CH2:6]1)C.Cl.[C:18]([NH2:23])(=[NH:22])[CH:19]([CH3:21])[CH3:20]. (5) Given the product [F:19][C:2]([C:5]1[CH:12]=[CH:11][C:8]([C:9]#[N:10])=[CH:7][CH:6]=1)([CH3:4])[CH3:3], predict the reactants needed to synthesize it. The reactants are: O[C:2]([C:5]1[CH:12]=[CH:11][C:8]([C:9]#[N:10])=[CH:7][CH:6]=1)([CH3:4])[CH3:3].C(N(S(F)(F)[F:19])CC)C. (6) Given the product [Br:1][C:2]1[CH:7]=[CH:6][C:5]([C:8]2([CH2:10][CH2:11][CH2:12][CH3:13])[CH2:14][CH2:9]2)=[CH:4][CH:3]=1, predict the reactants needed to synthesize it. The reactants are: [Br:1][C:2]1[CH:7]=[CH:6][C:5]([C:8]([CH2:10][CH2:11][CH2:12][CH3:13])=[CH2:9])=[CH:4][CH:3]=1.[CH3:14]C1C=CC(C(C(C)C)=C)=CC=1.C([Zn]CC)C.CCCCCC.FC(F)(F)C(O)=O.ICI.[Cl-].[NH4+].